The task is: Predict the reaction yield, written as a fraction of the theoretical maximum amount of product (1.0 means a 100% yield; for example, 0.34 means a 34% yield).. This data is from Reaction yield outcomes from USPTO patents with 853,638 reactions. (1) The reactants are [CH3:1][N:2]([CH3:29])[C:3]([C:5]1[CH:10]=[CH:9][C:8]([NH:11][C:12]2[N:17]=[CH:16][N:15]=[C:14]([N:18]3[CH2:23][CH2:22][CH:21]([C:24]([OH:26])=O)[CH2:20][CH2:19]3)[C:13]=2[F:27])=[C:7]([F:28])[CH:6]=1)=[O:4].N1(C(N2C=CN=C2)=O)C=CN=C1.[F:42][C:43]([CH3:49])([CH3:48])/[C:44](=[N:46]/[OH:47])/[NH2:45]. The catalyst is CC#N. The product is [CH3:29][N:2]([CH3:1])[C:3]([C:5]1[CH:10]=[CH:9][C:8]([NH:11][C:12]2[N:17]=[CH:16][N:15]=[C:14]([N:18]3[CH2:19][CH2:20][CH:21]([C:24]([NH:45]/[C:44](=[N:46]/[OH:47])/[C:43]([F:42])([CH3:49])[CH3:48])=[O:26])[CH2:22][CH2:23]3)[C:13]=2[F:27])=[C:7]([F:28])[CH:6]=1)=[O:4]. The yield is 0.780. (2) The reactants are [CH3:1][C:2]1([CH3:21])[C:7]2[CH:8]=[C:9]([C:12]3[S:16][C:15]([C:17]#[N:18])=[CH:14][C:13]=3[CH3:19])[CH:10]=[CH:11][C:6]=2[NH:5][C:4](=O)[O:3]1.COC1C=CC(P2(SP(C3C=CC(OC)=CC=3)(=S)S2)=[S:31])=CC=1. The catalyst is C1(C)C=CC=CC=1. The product is [CH3:1][C:2]1([CH3:21])[C:7]2[CH:8]=[C:9]([C:12]3[S:16][C:15]([C:17]#[N:18])=[CH:14][C:13]=3[CH3:19])[CH:10]=[CH:11][C:6]=2[NH:5][C:4](=[S:31])[O:3]1. The yield is 0.460. (3) The reactants are [CH3:1][S:2](Cl)(=[O:4])=[O:3].[Cl:6][C:7]1[N:12]=[C:11]([C:13]2[S:17][C:16]([N:18]3[CH2:23][CH2:22][NH:21][CH2:20][CH2:19]3)=[N:15][C:14]=2[C:24]2[C:25]([F:42])=[C:26]([NH:30][S:31]([C:34]3[CH:39]=[C:38]([F:40])[CH:37]=[CH:36][C:35]=3[F:41])(=[O:33])=[O:32])[CH:27]=[CH:28][CH:29]=2)[CH:10]=[CH:9][N:8]=1. The catalyst is C(Cl)Cl. The product is [Cl:6][C:7]1[N:12]=[C:11]([C:13]2[S:17][C:16]([N:18]3[CH2:23][CH2:22][N:21]([S:2]([CH3:1])(=[O:4])=[O:3])[CH2:20][CH2:19]3)=[N:15][C:14]=2[C:24]2[C:25]([F:42])=[C:26]([NH:30][S:31]([C:34]3[CH:39]=[C:38]([F:40])[CH:37]=[CH:36][C:35]=3[F:41])(=[O:33])=[O:32])[CH:27]=[CH:28][CH:29]=2)[CH:10]=[CH:9][N:8]=1. The yield is 0.300.